This data is from Full USPTO retrosynthesis dataset with 1.9M reactions from patents (1976-2016). The task is: Predict the reactants needed to synthesize the given product. (1) Given the product [Cl:1][C:2]1[C:7]([C:8]2[CH:13]=[CH:12][CH:11]=[C:10]([CH2:14][N:54]3[CH2:55][CH2:56][CH2:57][N:51]([CH3:50])[CH2:52][CH2:53]3)[CH:9]=2)=[CH:6][C:5]([CH2:16][NH:17][C:18]([C:20]2[CH:25]=[CH:24][CH:23]=[C:22]([C:26]([NH:28][CH2:29][C:30]3[C:31]([NH:43][CH:44]4[CH2:49][CH2:48][O:47][CH2:46][CH2:45]4)=[C:32]4[CH:40]=[N:39][N:38]([CH2:41][CH3:42])[C:33]4=[N:34][C:35]=3[CH2:36][CH3:37])=[O:27])[CH:21]=2)=[O:19])=[CH:4][CH:3]=1, predict the reactants needed to synthesize it. The reactants are: [Cl:1][C:2]1[C:7]([C:8]2[CH:13]=[CH:12][CH:11]=[C:10]([CH:14]=O)[CH:9]=2)=[CH:6][C:5]([CH2:16][NH:17][C:18]([C:20]2[CH:25]=[CH:24][CH:23]=[C:22]([C:26]([NH:28][CH2:29][C:30]3[C:31]([NH:43][CH:44]4[CH2:49][CH2:48][O:47][CH2:46][CH2:45]4)=[C:32]4[CH:40]=[N:39][N:38]([CH2:41][CH3:42])[C:33]4=[N:34][C:35]=3[CH2:36][CH3:37])=[O:27])[CH:21]=2)=[O:19])=[CH:4][CH:3]=1.[CH3:50][N:51]1[CH2:57][CH2:56][CH2:55][NH:54][CH2:53][CH2:52]1.C(O)(=O)C.C(O[BH-](OC(=O)C)OC(=O)C)(=O)C.[Na+]. (2) Given the product [CH:7]1([CH2:14][OH:15])[CH2:13][CH2:12][CH2:11][CH2:10][CH2:9][CH2:8]1, predict the reactants needed to synthesize it. The reactants are: [H-].[H-].[H-].[H-].[Li+].[Al+3].[CH:7]1([C:14](O)=[O:15])[CH2:13][CH2:12][CH2:11][CH2:10][CH2:9][CH2:8]1.O.[OH-].[Na+].